This data is from Reaction yield outcomes from USPTO patents with 853,638 reactions. The task is: Predict the reaction yield, written as a fraction of the theoretical maximum amount of product (1.0 means a 100% yield; for example, 0.34 means a 34% yield). (1) The reactants are [CH3:1][C:2]1([CH3:23])[CH2:6][O:5][C:4]2=[CH:7][C:8]3[O:9][CH2:10][C:11]4([C:21]=3[CH:22]=[C:3]12)[C:19]1[C:14](=[CH:15][CH:16]=[CH:17][CH:18]=1)[NH:13][C:12]4=[O:20].N1C2C(=CC=CC=2)C2(C3=CC4OCOC=4C=C3OC2)C1=O.S(O[CH2:56][CH:57]1[CH2:62][CH2:61][N:60]([C:63]([O:65][C:66]([CH3:69])([CH3:68])[CH3:67])=[O:64])[CH2:59][CH2:58]1)(C1C=CC(C)=CC=1)(=O)=O.FC1C=CC(CBr)=CC=1. No catalyst specified. The product is [CH3:1][C:2]1([CH3:23])[CH2:6][O:5][C:4]2=[CH:7][C:8]3[O:9][CH2:10][C:11]4([C:21]=3[CH:22]=[C:3]12)[C:19]1[C:14](=[CH:15][CH:16]=[CH:17][CH:18]=1)[N:13]([CH2:56][CH:57]1[CH2:62][CH2:61][N:60]([C:63]([O:65][C:66]([CH3:67])([CH3:69])[CH3:68])=[O:64])[CH2:59][CH2:58]1)[C:12]4=[O:20]. The yield is 0.700. (2) The reactants are C(O)(C(F)(F)F)=O.[CH3:8][CH:9]([CH3:52])[C@H:10]([NH:45][C:46]1[N:51]=[CH:50][CH:49]=[CH:48][N:47]=1)[C:11]([N:13]1[CH2:17][CH2:16][CH2:15][C@H:14]1[C:18]1[NH:19][C:20]([C:23]2[CH:28]=[CH:27][C:26]([C:29]3[CH:34]=[CH:33][C:32]([C:35]4[NH:39][C:38]([C@@H:40]5[CH2:44][CH2:43][CH2:42][NH:41]5)=[N:37][CH:36]=4)=[CH:31][CH:30]=3)=[CH:25][CH:24]=2)=[CH:21][N:22]=1)=[O:12].CCN(C(C)C)C(C)C.[CH3:62][O:63][C:64]([NH:66][C@@H:67]([CH:71]([CH3:73])[CH3:72])[C:68](O)=[O:69])=[O:65].CN(C(ON1N=NC2C=CC=NC1=2)=[N+](C)C)C.F[P-](F)(F)(F)(F)F. The catalyst is CN(C=O)C.CO.CC#N.O. The product is [CH3:62][O:63][C:64](=[O:65])[NH:66][C@H:67]([C:68]([N:41]1[CH2:42][CH2:43][CH2:44][C@H:40]1[C:38]1[NH:39][C:35]([C:32]2[CH:31]=[CH:30][C:29]([C:26]3[CH:27]=[CH:28][C:23]([C:20]4[NH:19][C:18]([C@@H:14]5[CH2:15][CH2:16][CH2:17][N:13]5[C:11](=[O:12])[C@H:10]([CH:9]([CH3:52])[CH3:8])[NH:45][C:46]5[N:51]=[CH:50][CH:49]=[CH:48][N:47]=5)=[N:22][CH:21]=4)=[CH:24][CH:25]=3)=[CH:34][CH:33]=2)=[CH:36][N:37]=1)=[O:69])[CH:71]([CH3:73])[CH3:72]. The yield is 0.320. (3) The reactants are [C:1]([C:5]1[CH:9]=[C:8]([NH:10][C:11]([O:13]C2C=CC=CC=2)=O)[N:7]([CH2:20][C:21]([O:23][CH2:24][CH3:25])=[O:22])[N:6]=1)([CH3:4])([CH3:3])[CH3:2].[CH3:26][O:27][C:28]1[CH:29]=[C:30]2[C:35](=[CH:36][C:37]=1[O:38][CH3:39])[N:34]=[CH:33][N:32]=[C:31]2[S:40][C:41]1[CH:42]=[C:43]([CH:45]=[CH:46][CH:47]=1)[NH2:44].C(N(CC)C(C)C)(C)C. The catalyst is C1COCC1. The product is [C:1]([C:5]1[CH:9]=[C:8]([NH:10][C:11]([NH:44][C:43]2[CH:45]=[CH:46][CH:47]=[C:41]([S:40][C:31]3[C:30]4[C:35](=[CH:36][C:37]([O:38][CH3:39])=[C:28]([O:27][CH3:26])[CH:29]=4)[N:34]=[CH:33][N:32]=3)[CH:42]=2)=[O:13])[N:7]([CH2:20][C:21]([O:23][CH2:24][CH3:25])=[O:22])[N:6]=1)([CH3:2])([CH3:3])[CH3:4]. The yield is 0.590. (4) The yield is 0.870. The reactants are Cl.[NH2:2][C@@H:3]1[C@H:8]2[CH2:9][C@H:5]([CH2:6][CH2:7]2)[C@@H:4]1[C:10]([O:12][CH3:13])=[O:11].C([O-])(=O)C.[Na+].[F:19][C:20]1[CH:27]=[CH:26][C:23]([CH:24]=O)=[CH:22][CH:21]=1.C([BH3-])#N.[Na+].C(=O)(O)[O-].[Na+]. The product is [F:19][C:20]1[CH:27]=[CH:26][C:23]([CH2:24][NH:2][C@@H:3]2[C@H:8]3[CH2:9][C@H:5]([CH2:6][CH2:7]3)[C@@H:4]2[C:10]([O:12][CH3:13])=[O:11])=[CH:22][CH:21]=1. The catalyst is CO.C(OCC)(=O)C. (5) The reactants are [CH3:1][O:2][C:3](=[O:15])[C@H:4]([CH2:13][OH:14])[NH:5][C:6]([O:8][C:9]([CH3:12])([CH3:11])[CH3:10])=[O:7].CO[C:18](OC)([CH3:20])[CH3:19].C(=O)([O-])O.[Na+]. The catalyst is C1C=CC=CC=1.C1(C)C=CC(S([O-])(=O)=O)=CC=1.[NH+]1C=CC=CC=1. The product is [CH3:19][C:18]1([CH3:20])[N:5]([C:6]([O:8][C:9]([CH3:12])([CH3:10])[CH3:11])=[O:7])[CH:4]([C:3]([O:2][CH3:1])=[O:15])[CH2:13][O:14]1. The yield is 0.910. (6) The reactants are [Cl:1][C:2]1[C:3]([F:47])=[C:4]([CH:44]=[CH:45][CH:46]=1)[C:5]([N:7]([CH2:30][CH2:31][CH2:32][NH:33]C(=O)OCC1C=CC=CC=1)[C@@H:8]([C:12]1[N:13]([NH:23][C:24]2[CH:29]=[CH:28][CH:27]=[CH:26][CH:25]=2)[C:14](=[O:22])[C:15]2[N:21]=[CH:20][CH:19]=[CH:18][C:16]=2[N:17]=1)[CH2:9][C:10]#[CH:11])=[O:6].I[Si](C)(C)C.C([O-])(O)=O.[Na+].ClCCl. The catalyst is C(#N)C. The product is [NH2:33][CH2:32][CH2:31][CH2:30][N:7]([C@@H:8]([C:12]1[N:13]([NH:23][C:24]2[CH:25]=[CH:26][CH:27]=[CH:28][CH:29]=2)[C:14](=[O:22])[C:15]2[N:21]=[CH:20][CH:19]=[CH:18][C:16]=2[N:17]=1)[CH2:9][C:10]#[CH:11])[C:5](=[O:6])[C:4]1[CH:44]=[CH:45][CH:46]=[C:2]([Cl:1])[C:3]=1[F:47]. The yield is 0.440. (7) The reactants are Br[CH2:2][CH:3]1[CH2:5][CH2:4]1.[CH:6]1([CH2:12][NH:13][CH2:14][C@H:15]2[N:19]([C:20]3[CH:25]=[CH:24][C:23]([O:26][CH2:27][CH2:28][CH2:29][N:30]4[CH2:35][CH2:34][CH2:33][CH2:32][CH2:31]4)=[CH:22][CH:21]=3)[C:18](=[O:36])[CH2:17][CH2:16]2)[CH2:11][CH2:10][CH2:9][CH2:8][CH2:7]1.C(=O)([O-])[O-].[Cs+].[Cs+].[I-].[K+]. The catalyst is C(#N)C. The product is [CH:6]1([CH2:12][N:13]([CH2:14][C@H:15]2[N:19]([C:20]3[CH:25]=[CH:24][C:23]([O:26][CH2:27][CH2:28][CH2:29][N:30]4[CH2:31][CH2:32][CH2:33][CH:34]4[CH3:35])=[CH:22][CH:21]=3)[C:18](=[O:36])[CH2:17][CH2:16]2)[CH2:2][CH:3]2[CH2:5][CH2:4]2)[CH2:11][CH2:10][CH2:9][CH2:8][CH2:7]1. The yield is 0.420. (8) The reactants are [Cl:1][C:2]1[CH:8]=[CH:7][C:5]([NH2:6])=[CH:4][CH:3]=1.B(Cl)(Cl)Cl.[C:13]([C:15]1[CH:20]=[CH:19][N:18]=[CH:17][CH:16]=1)#N.[Al+3].[Cl-].[Cl-].[Cl-].Cl.[OH-:26].[Na+]. The catalyst is C(Cl)Cl.O. The product is [NH2:6][C:5]1[CH:7]=[CH:8][C:2]([Cl:1])=[CH:3][C:4]=1[C:13]([C:15]1[CH:20]=[CH:19][N:18]=[CH:17][CH:16]=1)=[O:26]. The yield is 0.750. (9) The reactants are [CH3:1][NH:2][CH2:3][C:4]1[CH:9]=[CH:8][CH:7]=[CH:6][CH:5]=1.[Li]CCCC.[Cl:15][C:16]1[CH:17]=[C:18]([N:22]2[C:27](=[O:28])[C:26](OC)=[C:25]([C:31]3[CH:36]=[CH:35][C:34]([S:37][CH3:38])=[CH:33][CH:32]=3)[CH:24]=[N:23]2)[CH:19]=[CH:20][CH:21]=1. The catalyst is O1CCCC1. The product is [Cl:15][C:16]1[CH:17]=[C:18]([N:22]2[C:27](=[O:28])[C:26]([N:2]([CH2:3][C:4]3[CH:9]=[CH:8][CH:7]=[CH:6][CH:5]=3)[CH3:1])=[C:25]([C:31]3[CH:36]=[CH:35][C:34]([S:37][CH3:38])=[CH:33][CH:32]=3)[CH:24]=[N:23]2)[CH:19]=[CH:20][CH:21]=1. The yield is 0.580. (10) The product is [NH2:1][C:4]1[CH:15]=[C:7]2[CH2:8][N:9]([C:12](=[O:14])[CH3:13])[CH2:10][CH2:11][N:6]2[N:5]=1. The reactants are [N+:1]([C:4]1[CH:15]=[C:7]2[CH2:8][N:9]([C:12](=[O:14])[CH3:13])[CH2:10][CH2:11][N:6]2[N:5]=1)([O-])=O. The catalyst is [Pd].C(O)C. The yield is 0.950.